This data is from Catalyst prediction with 721,799 reactions and 888 catalyst types from USPTO. The task is: Predict which catalyst facilitates the given reaction. (1) Reactant: [C:1]1([SH:7])[CH:6]=[CH:5][CH:4]=[CH:3][CH:2]=1.C(=O)([O-])[O-].[K+].[K+].Br[CH2:15][C:16]([O:18][CH2:19][CH3:20])=[O:17].CCOCC. Product: [CH2:19]([O:18][C:16](=[O:17])[CH2:15][S:7][C:1]1[CH:6]=[CH:5][CH:4]=[CH:3][CH:2]=1)[CH3:20]. The catalyst class is: 3. (2) Reactant: [C:1]([O:4][C:5](=[O:7])[CH3:6])(=O)[CH3:2].[CH2:8]([O:15][C@@H:16]1[C@H:21]2[NH:22][C:23](=[O:25])[O:24][C@H:20]2[CH2:19][C@H:18](C(O)C)[C@H:17]1[O:29][CH2:30][C:31]1[CH:36]=[CH:35][CH:34]=[CH:33][CH:32]=1)[C:9]1[CH:14]=[CH:13][CH:12]=[CH:11][CH:10]=1. Product: [C:5]([O:4][CH:1]([C@@H:18]1[C@@H:17]([O:29][CH2:30][C:31]2[CH:36]=[CH:35][CH:34]=[CH:33][CH:32]=2)[C@H:16]([O:15][CH2:8][C:9]2[CH:14]=[CH:13][CH:12]=[CH:11][CH:10]=2)[C@H:21]2[NH:22][C:23](=[O:25])[O:24][C@H:20]2[CH2:19]1)[CH3:2])(=[O:7])[CH3:6]. The catalyst class is: 17. (3) Reactant: [S:1]1[C:5]2[CH:6]=[CH:7][CH:8]=[CH:9][C:4]=2[N:3]=[C:2]1[NH2:10].C(=O)([O-])[O-].[Cs+].[Cs+].[C:17](Cl)(=[O:24])[C:18]1[CH:23]=[CH:22][CH:21]=[CH:20][CH:19]=1. Product: [S:1]1[C:5]2[CH:6]=[CH:7][CH:8]=[CH:9][C:4]=2[N:3]=[C:2]1[NH:10][C:17](=[O:24])[C:18]1[CH:23]=[CH:22][CH:21]=[CH:20][CH:19]=1. The catalyst class is: 7. (4) The catalyst class is: 1. Product: [CH3:2][O:3][CH:4]=[CH:40][C:38]1[CH:37]=[CH:36][N:35]=[C:34]([S:33][CH3:32])[N:39]=1. Reactant: [Cl-].[CH3:2][O:3][CH2:4][P+](C1C=CC=CC=1)(C1C=CC=CC=1)C1C=CC=CC=1.C([N-]C(C)C)(C)C.[Li+].[CH3:32][S:33][C:34]1[N:39]=[C:38]([CH:40]=O)[CH:37]=[CH:36][N:35]=1.[Cl-].[NH4+]. (5) Reactant: [Br:1][C:2]1[CH:3]=[C:4]([N:9]2[CH2:14][CH2:13][O:12][CH2:11][CH2:10]2)[C:5](F)=[N:6][CH:7]=1.[CH3:15][NH:16][CH3:17].C(O)C. Product: [Br:1][C:2]1[CH:3]=[C:4]([N:9]2[CH2:14][CH2:13][O:12][CH2:11][CH2:10]2)[C:5]([N:16]([CH3:17])[CH3:15])=[N:6][CH:7]=1. The catalyst class is: 3.